Dataset: Reaction yield outcomes from USPTO patents with 853,638 reactions. Task: Predict the reaction yield, written as a fraction of the theoretical maximum amount of product (1.0 means a 100% yield; for example, 0.34 means a 34% yield). (1) The reactants are [C:1]([O:5][C:6]([N:8]1[CH2:11][CH:10]([O:12][C:13]2[CH:18]=[C:17]([Cl:19])[CH:16]=[CH:15][C:14]=2[OH:20])[CH2:9]1)=[O:7])([CH3:4])([CH3:3])[CH3:2].CCN(CC)CC.[O:28](S(C(F)(F)F)(=O)=O)[S:29]([C:32]([F:35])([F:34])[F:33])(=O)=[O:30].O. The catalyst is C(Cl)Cl. The product is [C:1]([O:5][C:6]([N:8]1[CH2:9][CH:10]([O:12][C:13]2[CH:18]=[C:17]([Cl:19])[CH:16]=[CH:15][C:14]=2[O:20][S:29]([C:32]([F:35])([F:34])[F:33])(=[O:30])=[O:28])[CH2:11]1)=[O:7])([CH3:4])([CH3:2])[CH3:3]. The yield is 0.390. (2) The reactants are [CH3:1][C:2]1[C:3]([C:12](=O)[CH2:13][CH3:14])=[C:4]([NH:8][C:9]([NH2:11])=[O:10])[S:5][C:6]=1[CH3:7].[OH-].[Na+].CC(O)=O. The catalyst is CCO. The product is [CH2:13]([C:12]1[C:3]2[C:2]([CH3:1])=[C:6]([CH3:7])[S:5][C:4]=2[NH:8][C:9](=[O:10])[N:11]=1)[CH3:14]. The yield is 0.190. (3) The reactants are Br[C:2]1[C:7]([N:8]2[N:12]=[CH:11][CH:10]=[N:9]2)=[CH:6][C:5]([CH3:13])=[CH:4][N:3]=1.C([O-])([O-])=O.[K+].[K+].[N:20]1[NH:21][N:22]=[CH:23][CH:24]=1.[CH3:25][N:26](C=O)C. No catalyst specified. The product is [CH3:13][C:5]1[CH:6]=[C:7]([N:8]2[N:12]=[CH:11][CH:10]=[N:9]2)[C:2]([C:24]#[N:20])=[N:3][CH:4]=1.[CH3:13][C:5]1[CH:6]=[C:7]([N:20]2[CH:24]=[CH:23][N:22]=[N:21]2)[C:2]([C:25]#[N:26])=[N:3][CH:4]=1. The yield is 0.350. (4) The reactants are Cl[C:2]1[CH:3]=[CH:4][C:5]2[O:14][CH2:13][CH2:12][C:11]3[CH:10]=[C:9]([C:15]4[N:16]([C:20]5[CH:25]=[CH:24][C:23]([F:26])=[CH:22][C:21]=5[F:27])[N:17]=[CH:18][N:19]=4)[S:8][C:7]=3[C:6]=2[N:28]=1.[F:29][C:30]([F:39])([F:38])[CH2:31][N:32]1[CH2:37][CH2:36][NH:35][CH2:34][CH2:33]1.CC(C1C=C(C(C)C)C(C2C=CC=CC=2P(C2CCCCC2)C2CCCCC2)=C(C(C)C)C=1)C.CC(C)([O-])C. The catalyst is O1CCOCC1.CC([O-])=O.CC([O-])=O.[Pd+2]. The product is [F:27][C:21]1[CH:22]=[C:23]([F:26])[CH:24]=[CH:25][C:20]=1[N:16]1[C:15]([C:9]2[S:8][C:7]3[C:6]4[N:28]=[C:2]([N:35]5[CH2:34][CH2:33][N:32]([CH2:31][C:30]([F:38])([F:39])[F:29])[CH2:37][CH2:36]5)[CH:3]=[CH:4][C:5]=4[O:14][CH2:13][CH2:12][C:11]=3[CH:10]=2)=[N:19][CH:18]=[N:17]1. The yield is 0.280. (5) The reactants are [Cl:1][C:2]1[CH:3]=[C:4]([S:9]([NH:12][CH2:13][C:14]2[N:19]=[N:18][C:17]([C:20]([O:22]C)=[O:21])=[CH:16][CH:15]=2)(=[O:11])=[O:10])[CH:5]=[CH:6][C:7]=1[F:8].[OH-].[K+]. The catalyst is CO. The product is [Cl:1][C:2]1[CH:3]=[C:4]([S:9]([NH:12][CH2:13][C:14]2[N:19]=[N:18][C:17]([C:20]([OH:22])=[O:21])=[CH:16][CH:15]=2)(=[O:10])=[O:11])[CH:5]=[CH:6][C:7]=1[F:8]. The yield is 0.780. (6) The reactants are [CH3:1][N:2]([CH:10]1[CH2:13][N:12]([C:14]2[CH:19]=[CH:18][N:17]=[C:16]([CH3:20])[CH:15]=2)[CH2:11]1)C(=O)OC(C)(C)C.C([Cl:24])(=O)C. The catalyst is C(O)C. The product is [ClH:24].[ClH:24].[CH3:1][NH:2][CH:10]1[CH2:11][N:12]([C:14]2[CH:19]=[CH:18][N:17]=[C:16]([CH3:20])[CH:15]=2)[CH2:13]1. The yield is 0.990. (7) The reactants are [NH2:1][C:2]1[CH:3]=[C:4]([CH:8]=[C:9]([Br:12])[C:10]=1[NH2:11])[C:5]([O-:7])=[O:6].[CH2:13](N(CC)CC)C.Cl[C:21](Cl)([O:23]C(=O)OC(Cl)(Cl)Cl)Cl. The catalyst is ClCCl. The product is [Br:12][C:9]1[C:10]2[NH:11][C:21](=[O:23])[NH:1][C:2]=2[CH:3]=[C:4]([C:5]([O:7][CH3:13])=[O:6])[CH:8]=1. The yield is 0.450.